This data is from Full USPTO retrosynthesis dataset with 1.9M reactions from patents (1976-2016). The task is: Predict the reactants needed to synthesize the given product. (1) Given the product [SH:12][C:3]1[C:2]([NH:1][C:20]([C:15]2[C:14]([Cl:13])=[CH:19][CH:18]=[CH:17][N:16]=2)=[O:21])=[CH:7][C:6]([C:8]([F:9])([F:11])[F:10])=[CH:5][N:4]=1, predict the reactants needed to synthesize it. The reactants are: [NH2:1][C:2]1[C:3]([SH:12])=[N:4][CH:5]=[C:6]([C:8]([F:11])([F:10])[F:9])[CH:7]=1.[Cl:13][C:14]1[C:15]([C:20](O)=[O:21])=[N:16][CH:17]=[CH:18][CH:19]=1.CCN=C=NCCCN(C)C.Cl.C1C=CC2N(O)N=NC=2C=1. (2) Given the product [I:1][C:2]1[CH:3]=[CH:4][C:5]([CH2:8][CH2:9][C:10]([O:12][CH3:17])=[O:11])=[CH:6][CH:7]=1, predict the reactants needed to synthesize it. The reactants are: [I:1][C:2]1[CH:7]=[CH:6][C:5]([CH2:8][CH2:9][C:10]([OH:12])=[O:11])=[CH:4][CH:3]=1.CO.[N+](=[CH:17][Si](C)(C)C)=[N-]. (3) Given the product [Cl:8][C:6]1[CH:7]=[C:2]([NH:1][S:28]([C:23]2[CH:24]=[CH:25][C:26]([CH3:27])=[C:21]([F:20])[CH:22]=2)(=[O:29])=[O:30])[C:3]([C:9]([C:11]2[C:12]3[CH:19]=[CH:18][NH:17][C:13]=3[N:14]=[CH:15][CH:16]=2)=[O:10])=[N:4][CH:5]=1, predict the reactants needed to synthesize it. The reactants are: [NH2:1][C:2]1[C:3]([C:9]([C:11]2[CH:16]=[CH:15][N:14]=[C:13]3[NH:17][CH:18]=[CH:19][C:12]=23)=[O:10])=[N:4][CH:5]=[C:6]([Cl:8])[CH:7]=1.[F:20][C:21]1[CH:22]=[C:23]([S:28](Cl)(=[O:30])=[O:29])[CH:24]=[CH:25][C:26]=1[CH3:27].CO.[OH-].[Na+]. (4) Given the product [C:1]1([O:7][C:8](=[O:9])[NH:29][CH2:28][CH2:27][C:21]2[C:20]3[C:24](=[CH:25][CH:26]=[C:18]([F:17])[CH:19]=3)[NH:23][CH:22]=2)[CH:6]=[CH:5][CH:4]=[CH:3][CH:2]=1, predict the reactants needed to synthesize it. The reactants are: [C:1]1([O:7][C:8](Cl)=[O:9])[CH:6]=[CH:5][CH:4]=[CH:3][CH:2]=1.N1C=CC=CC=1.[F:17][C:18]1[CH:19]=[C:20]2[C:24](=[CH:25][CH:26]=1)[NH:23][CH:22]=[C:21]2[CH2:27][CH2:28][NH2:29]. (5) Given the product [C:1]([O:5][C:6]([N:8]1[CH2:13][CH2:12][CH2:11][CH2:10][CH:9]1[CH2:14][NH:15][C:17]1[NH:21][C:20]2[CH:22]=[CH:23][CH:24]=[CH:25][C:19]=2[N:18]=1)=[O:7])([CH3:4])([CH3:3])[CH3:2], predict the reactants needed to synthesize it. The reactants are: [C:1]([O:5][C:6]([N:8]1[CH2:13][CH2:12][CH2:11][CH2:10][CH:9]1[CH2:14][NH2:15])=[O:7])([CH3:4])([CH3:3])[CH3:2].Cl[C:17]1[NH:18][C:19]2[CH:25]=[CH:24][CH:23]=[CH:22][C:20]=2[N:21]=1.